From a dataset of HIV replication inhibition screening data with 41,000+ compounds from the AIDS Antiviral Screen. Binary Classification. Given a drug SMILES string, predict its activity (active/inactive) in a high-throughput screening assay against a specified biological target. (1) The drug is COc1ccc(C=C(C#N)c2ccccc2)cc1. The result is 0 (inactive). (2) The compound is CSc1nc(C)cc(=O)n1C1OC(COC(C)=O)C(OC(C)=O)C(OC(C)=O)C1OC(C)=O. The result is 0 (inactive). (3) The molecule is CCOC(=O)C1CN(C2CC2)CCC1=O. The result is 0 (inactive). (4) The compound is COc1cc2c3c(c1)nnn3C(=O)CS2. The result is 0 (inactive). (5) The drug is CC(=Cc1ccccn1)c1ccccn1. The result is 0 (inactive).